Dataset: Reaction yield outcomes from USPTO patents with 853,638 reactions. Task: Predict the reaction yield, written as a fraction of the theoretical maximum amount of product (1.0 means a 100% yield; for example, 0.34 means a 34% yield). The reactants are [F:1][C:2]1[CH:3]=[CH:4][C:5]([O:22][CH3:23])=[C:6]2[C:10]=1[NH:9][N:8]=[C:7]2[N:11]1C(=O)C2C(=CC=CC=2)C1=O.O.NN. The catalyst is C(O)C. The product is [F:1][C:2]1[CH:3]=[CH:4][C:5]([O:22][CH3:23])=[C:6]2[C:10]=1[NH:9][N:8]=[C:7]2[NH2:11]. The yield is 0.600.